From a dataset of Full USPTO retrosynthesis dataset with 1.9M reactions from patents (1976-2016). Predict the reactants needed to synthesize the given product. (1) The reactants are: [Cl:1][C:2]1[C:7]([CH:8]=O)=[C:6]([Cl:10])[N:5]=[CH:4][N:3]=1.CC([O-])=O.[Na+].[NH2:16][OH:17].Cl. Given the product [Cl:1][C:2]1[C:7]([CH:8]=[N:16][OH:17])=[C:6]([Cl:10])[N:5]=[CH:4][N:3]=1, predict the reactants needed to synthesize it. (2) Given the product [C:1]([O:5][C:6](=[O:7])[CH:8]=[CH:36][C:35]1[CH:38]=[CH:39][C:40]([O:41][C:42]([F:45])([F:43])[F:44])=[C:33]([C:29]2[C:30]([CH3:32])=[CH:31][C:26]3[C:25]([CH3:46])([CH3:47])[O:24][C:23](=[O:48])[N:22]([CH2:20][CH3:21])[C:27]=3[CH:28]=2)[CH:34]=1)([CH3:2])([CH3:3])[CH3:4], predict the reactants needed to synthesize it. The reactants are: [C:1]([O:5][C:6]([CH2:8]P(=O)(OC)OC)=[O:7])([CH3:4])([CH3:3])[CH3:2].C([Li])CCC.[CH2:20]([N:22]1[C:27]2[CH:28]=[C:29]([C:33]3[CH:34]=[C:35]([CH:38]=[CH:39][C:40]=3[O:41][C:42]([F:45])([F:44])[F:43])[CH:36]=O)[C:30]([CH3:32])=[CH:31][C:26]=2[C:25]([CH3:47])([CH3:46])[O:24][C:23]1=[O:48])[CH3:21]. (3) Given the product [C:37]([N:18]1[C:19]2[C:24](=[CH:23][CH:22]=[CH:21][N:20]=2)[C@H:15]([NH:8][C:5]2[CH:4]=[CH:3][C:2]([Cl:1])=[CH:7][CH:6]=2)[CH2:16][C@@H:17]1[CH3:25])(=[O:36])[CH3:38], predict the reactants needed to synthesize it. The reactants are: [Cl:1][C:2]1[CH:7]=[CH:6][C:5]([N:8]([CH:15]2[C:24]3[C:19](=[N:20][CH:21]=[CH:22][CH:23]=3)[NH:18][CH:17]([CH3:25])[CH2:16]2)C(=O)C(F)(F)F)=[CH:4][CH:3]=1.C[Si](C)(C)N[Si](C)(C)C.[Na].[O:36]1CC[CH2:38][CH2:37]1.C(OC(=O)C)(=O)C.[Cl-].[NH4+]. (4) Given the product [C:1]([O:5][C:6]([N:8]1[C@@H:12]([C:13]([OH:15])([CH3:14])[CH2:18][C:19]2[CH:24]=[CH:23][CH:22]=[CH:21][CH:20]=2)[CH2:11][O:10][C:9]1([CH3:16])[CH3:17])=[O:7])([CH3:4])([CH3:3])[CH3:2], predict the reactants needed to synthesize it. The reactants are: [C:1]([O:5][C:6]([N:8]1[C@@H:12]([C:13](=[O:15])[CH3:14])[CH2:11][O:10][C:9]1([CH3:17])[CH3:16])=[O:7])([CH3:4])([CH3:3])[CH3:2].[CH2:18]([Mg]Cl)[C:19]1[CH:24]=[CH:23][CH:22]=[CH:21][CH:20]=1.